Task: Predict the reactants needed to synthesize the given product.. Dataset: Full USPTO retrosynthesis dataset with 1.9M reactions from patents (1976-2016) Given the product [F:20][C:19]1[CH:18]=[CH:17][C:4]([CH2:5][C:6]2[C:15]3[C:10](=[CH:11][CH:12]=[CH:13][CH:14]=3)[C:9](=[O:16])[NH:8][N:7]=2)=[CH:3][C:2]=1[C:28]1[CH:27]=[CH:26][CH:25]=[C:24]([C:21]([OH:23])=[O:22])[CH:29]=1, predict the reactants needed to synthesize it. The reactants are: Br[C:2]1[CH:3]=[C:4]([CH:17]=[CH:18][C:19]=1[F:20])[CH2:5][C:6]1[C:15]2[C:10](=[CH:11][CH:12]=[CH:13][CH:14]=2)[C:9](=[O:16])[NH:8][N:7]=1.[C:21]([C:24]1[CH:25]=[C:26](B(O)O)[CH:27]=[CH:28][CH:29]=1)([OH:23])=[O:22].C(=O)([O-])[O-].[K+].[K+].